This data is from Forward reaction prediction with 1.9M reactions from USPTO patents (1976-2016). The task is: Predict the product of the given reaction. (1) Given the reactants [C:1]([O:10]C)(=O)[C:2]1[C:3](=[CH:5][CH:6]=[CH:7][CH:8]=1)[SH:4].[C:12]([C:14]1[CH:19]=[CH:18][CH:17]=[C:16]([S:20][CH3:21])[N:15]=1)#[N:13].C(N(CC)CC)C, predict the reaction product. The product is: [CH3:21][S:20][C:16]1[N:15]=[C:14]([C:12]2[S:4][C:3]3[CH:5]=[CH:6][CH:7]=[CH:8][C:2]=3[C:1](=[O:10])[N:13]=2)[CH:19]=[CH:18][CH:17]=1. (2) Given the reactants [NH2:1][CH2:2][CH2:3][CH:4]1[CH2:9][CH2:8][CH2:7][CH2:6][N:5]1[C:10]([O:12][C:13]([CH3:16])([CH3:15])[CH3:14])=[O:11].Cl[C:18]1[C:23]([N+:24]([O-:26])=[O:25])=[C:22]([OH:27])[CH:21]=[CH:20][N:19]=1.CCN(C(C)C)C(C)C, predict the reaction product. The product is: [OH:27][C:22]1[CH:21]=[CH:20][N:19]=[C:18]([NH:1][CH2:2][CH2:3][CH:4]2[CH2:9][CH2:8][CH2:7][CH2:6][N:5]2[C:10]([O:12][C:13]([CH3:16])([CH3:15])[CH3:14])=[O:11])[C:23]=1[N+:24]([O-:26])=[O:25]. (3) Given the reactants [C:1]([O:5][C:6](=[O:23])[N:7]([CH2:21][CH3:22])[CH2:8][CH2:9][CH2:10][O:11][C:12]1[CH:17]=[CH:16][C:15]([N+:18]([O-])=O)=[CH:14][CH:13]=1)([CH3:4])([CH3:3])[CH3:2].[H][H], predict the reaction product. The product is: [C:1]([O:5][C:6](=[O:23])[N:7]([CH2:8][CH2:9][CH2:10][O:11][C:12]1[CH:13]=[CH:14][C:15]([NH2:18])=[CH:16][CH:17]=1)[CH2:21][CH3:22])([CH3:2])([CH3:3])[CH3:4]. (4) Given the reactants C(OC([N:8]1[CH2:13][CH2:12][N:11]([C:14]2[CH:19]=[CH:18][C:17]([O:20][CH2:21][CH2:22][CH2:23][O:24][CH2:25][C:26]3[CH:31]=[CH:30][CH:29]=[CH:28][C:27]=3[O:32][CH3:33])=[CH:16][CH:15]=2)[C@@H:10]([CH2:34][O:35][C:36]2[CH:45]=[CH:44][C:43]3[C:38](=[CH:39][CH:40]=[CH:41][CH:42]=3)[CH:37]=2)[CH2:9]1)=O)(C)(C)C.C(Cl)(=O)C, predict the reaction product. The product is: [CH3:33][O:32][C:27]1[CH:28]=[CH:29][CH:30]=[CH:31][C:26]=1[CH2:25][O:24][CH2:23][CH2:22][CH2:21][O:20][C:17]1[CH:16]=[CH:15][C:14]([N:11]2[CH2:12][CH2:13][NH:8][CH2:9][C@@H:10]2[CH2:34][O:35][C:36]2[CH:45]=[CH:44][C:43]3[C:38](=[CH:39][CH:40]=[CH:41][CH:42]=3)[CH:37]=2)=[CH:19][CH:18]=1. (5) Given the reactants [C@@H:1]12[CH2:6][C@@H:5]1[CH2:4][NH:3][C@@H:2]2[CH2:7][NH:8][C:9]([C:11]1[CH:12]=[CH:13][CH:14]=[C:15]2[O:19][CH:18]=[CH:17][C:16]=12)=[O:10].[F:20][C:21]([F:34])([F:33])[O:22][C:23]1[CH:28]=[CH:27][CH:26]=[CH:25][C:24]=1[S:29](Cl)(=[O:31])=[O:30], predict the reaction product. The product is: [F:34][C:21]([F:20])([F:33])[O:22][C:23]1[CH:28]=[CH:27][CH:26]=[CH:25][C:24]=1[S:29]([N:3]1[CH2:4][C@@H:5]2[C@@H:1]([CH2:6]2)[C@H:2]1[CH2:7][NH:8][C:9]([C:11]1[CH:12]=[CH:13][CH:14]=[C:15]2[O:19][CH:18]=[CH:17][C:16]=12)=[O:10])(=[O:31])=[O:30]. (6) The product is: [CH2:8]([N:5]1[CH:6]=[CH:7][C:2]2=[N:1][C:18]([CH2:17][Cl:16])=[CH:20][N:3]2[C:4]1=[O:15])[C:9]1[CH:10]=[CH:11][CH:12]=[CH:13][CH:14]=1. Given the reactants [NH2:1][C:2]1[CH:7]=[CH:6][N:5]([CH2:8][C:9]2[CH:14]=[CH:13][CH:12]=[CH:11][CH:10]=2)[C:4](=[O:15])[N:3]=1.[Cl:16][CH2:17][C:18]([CH2:20]Cl)=O.ClCC1N=C2C=CN(C3C=CC(F)=CC=3)C(=O)N2C=1, predict the reaction product. (7) The product is: [CH3:2][S:3]([C:6]1[CH:7]=[CH:8][C:9]([CH:12]2[CH2:17][CH:16]([C:18]([O:20][CH3:21])=[O:19])[CH2:15][CH2:14][N:13]2[C:31]([O:32][CH3:33])=[O:34])=[CH:10][CH:11]=1)(=[O:5])=[O:4]. Given the reactants Cl.[CH3:2][S:3]([C:6]1[CH:11]=[CH:10][C:9]([CH:12]2[CH2:17][CH:16]([C:18]([O:20][CH3:21])=[O:19])[CH2:15][CH2:14][NH:13]2)=[CH:8][CH:7]=1)(=[O:5])=[O:4].CCN(C(C)C)C(C)C.[C:31](Cl)(=[O:34])[O:32][CH3:33], predict the reaction product. (8) Given the reactants O[C:2]1[CH:17]=[C:16]([OH:18])[CH:15]=[CH:14][C:3]=1[C:4]([C:6]1[CH:11]=[CH:10][C:9]([OH:12])=[CH:8][C:7]=1[OH:13])=O.C([O-])(=O)C.[Na+].Cl.[F:25][C:26]([F:37])([F:36])[O:27][C:28]1[CH:33]=[CH:32][C:31]([NH:34][NH2:35])=[CH:30][CH:29]=1, predict the reaction product. The product is: [OH:18][C:16]1[CH:17]=[C:2]2[C:3]([C:4]([C:6]3[CH:11]=[CH:10][C:9]([OH:12])=[CH:8][C:7]=3[OH:13])=[N:35][N:34]2[C:31]2[CH:32]=[CH:33][C:28]([O:27][C:26]([F:25])([F:37])[F:36])=[CH:29][CH:30]=2)=[CH:14][CH:15]=1. (9) The product is: [F:45][C:42]1[CH:43]=[CH:44][C:39]([C:34]2[CH:35]=[CH:36][CH:37]=[CH:38][C:33]=2[CH2:32][N:22]2[C:23]([CH2:25][CH2:26][OH:27])=[CH:24][N:20]=[CH:21]2)=[CH:40][CH:41]=1. Given the reactants C([N:20]1[CH:24]=[C:23]([CH2:25][CH2:26][OH:27])[N:22]=[CH:21]1)(C1C=CC=CC=1)(C1C=CC=CC=1)C1C=CC=CC=1.C(#N)C.Br[CH2:32][C:33]1[CH:38]=[CH:37][CH:36]=[CH:35][C:34]=1[C:39]1[CH:44]=[CH:43][C:42]([F:45])=[CH:41][CH:40]=1, predict the reaction product.